Dataset: Forward reaction prediction with 1.9M reactions from USPTO patents (1976-2016). Task: Predict the product of the given reaction. The product is: [Br:27][C:4]1[N:5]([C:17]2[CH:18]=[CH:19][C:20]([C:23]([F:26])([F:25])[F:24])=[N:21][CH:22]=2)[C:6]([C:7]2[C:8]([F:16])=[CH:9][C:10]([O:14][CH3:15])=[CH:11][C:12]=2[F:13])=[C:2]([Cl:1])[N:3]=1. Given the reactants [Cl:1][C:2]1[N:3]=[CH:4][N:5]([C:17]2[CH:18]=[CH:19][C:20]([C:23]([F:26])([F:25])[F:24])=[N:21][CH:22]=2)[C:6]=1[C:7]1[C:12]([F:13])=[CH:11][C:10]([O:14][CH3:15])=[CH:9][C:8]=1[F:16].[Br:27]N1C(=O)CCC1=O, predict the reaction product.